From a dataset of Full USPTO retrosynthesis dataset with 1.9M reactions from patents (1976-2016). Predict the reactants needed to synthesize the given product. (1) Given the product [Cl:3][C:7]1[C:8]2[CH:21]=[C:20]([CH3:22])[S:19][C:9]=2[N:10]=[C:11]([CH2:13][CH2:14][C:15]([F:18])([F:17])[F:16])[N:12]=1, predict the reactants needed to synthesize it. The reactants are: P(Cl)(Cl)([Cl:3])=O.O[C:7]1[C:8]2[CH:21]=[C:20]([CH3:22])[S:19][C:9]=2[N:10]=[C:11]([CH2:13][CH2:14][C:15]([F:18])([F:17])[F:16])[N:12]=1. (2) Given the product [Br:39][CH2:40][CH2:41][CH2:42][CH2:43][CH2:44][CH2:45][CH2:46][C:47]([NH:1][C:2]1[CH:31]=[CH:30][CH:29]=[CH:28][C:3]=1[C:4]([NH:6][CH2:7][C:8]1[C:9]([NH:21][CH:22]2[CH2:27][CH2:26][O:25][CH2:24][CH2:23]2)=[C:10]2[CH:18]=[N:17][N:16]([CH2:19][CH3:20])[C:11]2=[N:12][C:13]=1[CH2:14][CH3:15])=[O:5])=[O:48], predict the reactants needed to synthesize it. The reactants are: [NH2:1][C:2]1[CH:31]=[CH:30][CH:29]=[CH:28][C:3]=1[C:4]([NH:6][CH2:7][C:8]1[C:9]([NH:21][CH:22]2[CH2:27][CH2:26][O:25][CH2:24][CH2:23]2)=[C:10]2[CH:18]=[N:17][N:16]([CH2:19][CH3:20])[C:11]2=[N:12][C:13]=1[CH2:14][CH3:15])=[O:5].C(N(CC)CC)C.[Br:39][CH2:40][CH2:41][CH2:42][CH2:43][CH2:44][CH2:45][CH2:46][C:47](Cl)=[O:48].O. (3) Given the product [CH2:17]([O:24][C:25]([N:27]1[CH2:32][CH2:31][CH:30]([CH2:33][NH:34][C:6]2[C:5]([F:9])=[CH:4][N:3]=[C:2]([Cl:1])[N:7]=2)[CH2:29][CH2:28]1)=[O:26])[C:18]1[CH:23]=[CH:22][CH:21]=[CH:20][CH:19]=1, predict the reactants needed to synthesize it. The reactants are: [Cl:1][C:2]1[N:7]=[C:6](Cl)[C:5]([F:9])=[CH:4][N:3]=1.C(N(CC)CC)C.[CH2:17]([O:24][C:25]([N:27]1[CH2:32][CH2:31][CH:30]([CH2:33][NH2:34])[CH2:29][CH2:28]1)=[O:26])[C:18]1[CH:23]=[CH:22][CH:21]=[CH:20][CH:19]=1. (4) The reactants are: CC(C)([O-])C.[K+].[OH:7][CH:8]1[CH2:13][CH2:12][N:11]([C:14]([O:16][C:17]([CH3:20])([CH3:19])[CH3:18])=[O:15])[CH2:10][CH2:9]1.[Cl:21][C:22]1[CH:29]=[C:28](F)[CH:27]=[CH:26][C:23]=1[C:24]#[N:25]. Given the product [Cl:21][C:22]1[CH:29]=[C:28]([CH:27]=[CH:26][C:23]=1[C:24]#[N:25])[O:7][CH:8]1[CH2:9][CH2:10][N:11]([C:14]([O:16][C:17]([CH3:20])([CH3:19])[CH3:18])=[O:15])[CH2:12][CH2:13]1, predict the reactants needed to synthesize it.